Dataset: Forward reaction prediction with 1.9M reactions from USPTO patents (1976-2016). Task: Predict the product of the given reaction. (1) Given the reactants [CH3:1][O:2][C:3](=[O:28])[C:4]1[CH:9]=[CH:8][C:7](/[CH:10]=[CH:11]/[C:12]([C:14]2[CH:19]=[CH:18][C:17]([Cl:20])=[CH:16][C:15]=2[NH:21][C:22]2[CH:27]=[CH:26][CH:25]=[CH:24][CH:23]=2)=[O:13])=[CH:6][CH:5]=1, predict the reaction product. The product is: [CH3:1][O:2][C:3](=[O:28])[C:4]1[CH:5]=[CH:6][C:7]([CH2:10][CH2:11][C:12]([C:14]2[CH:19]=[CH:18][C:17]([Cl:20])=[CH:16][C:15]=2[NH:21][C:22]2[CH:27]=[CH:26][CH:25]=[CH:24][CH:23]=2)=[O:13])=[CH:8][CH:9]=1. (2) Given the reactants [H-].[Na+].[NH2:3][C:4]1[S:5][C:6]([CH3:11])=[CH:7][C:8]=1[C:9]#[N:10].[F:12][C:13]1[CH:18]=[C:17]([N+:19]([O-:21])=[O:20])[C:16](F)=[CH:15][C:14]=1[F:23].Cl, predict the reaction product. The product is: [F:12][C:13]1[C:14]([F:23])=[CH:15][C:16]([NH:3][C:4]2[S:5][C:6]([CH3:11])=[CH:7][C:8]=2[C:9]#[N:10])=[C:17]([N+:19]([O-:21])=[O:20])[CH:18]=1.